From a dataset of Forward reaction prediction with 1.9M reactions from USPTO patents (1976-2016). Predict the product of the given reaction. Given the reactants [Cl:1][C:2]1[CH:34]=[CH:33][C:5]([C:6]([NH:8][CH:9]([CH2:21][C:22]2[C:31]3[C:26](=[CH:27][CH:28]=[CH:29][CH:30]=3)[NH:25][C:24](=[O:32])[CH:23]=2)[C:10]([O:12][CH2:13][CH2:14][N:15]2[CH2:20][CH2:19][O:18][CH2:17][CH2:16]2)=[O:11])=[O:7])=[CH:4][CH:3]=1.[C:35]1([S:41]([OH:44])(=[O:43])=[O:42])[CH:40]=[CH:39][CH:38]=[CH:37][CH:36]=1, predict the reaction product. The product is: [C:35]1([S:41]([OH:44])(=[O:43])=[O:42])[CH:40]=[CH:39][CH:38]=[CH:37][CH:36]=1.[Cl:1][C:2]1[CH:3]=[CH:4][C:5]([C:6]([NH:8][CH:9]([CH2:21][C:22]2[C:31]3[C:26](=[CH:27][CH:28]=[CH:29][CH:30]=3)[NH:25][C:24](=[O:32])[CH:23]=2)[C:10]([O:12][CH2:13][CH2:14][N:15]2[CH2:16][CH2:17][O:18][CH2:19][CH2:20]2)=[O:11])=[O:7])=[CH:33][CH:34]=1.